From a dataset of Catalyst prediction with 721,799 reactions and 888 catalyst types from USPTO. Predict which catalyst facilitates the given reaction. (1) Reactant: [OH-].[Na+].[CH2:3]([N:5]1[CH:9]([C:10]([O:12]C)=[O:11])[CH2:8][O:7][C:6]1=[O:14])[CH3:4]. Product: [CH2:3]([N:5]1[CH:9]([C:10]([OH:12])=[O:11])[CH2:8][O:7][C:6]1=[O:14])[CH3:4]. The catalyst class is: 5. (2) Reactant: [Cl:1][C:2]1[CH:3]=[C:4]([C:25]2[C:26]([CH3:40])=[CH:27][C:28]([O:31][CH2:32][C:33]3([C:36]([O:38]C)=[O:37])[CH2:35][CH2:34]3)=[N:29][CH:30]=2)[CH:5]=[CH:6][C:7]=1[C:8]1[N:9]([CH2:17][O:18][CH2:19][CH2:20][Si:21]([CH3:24])([CH3:23])[CH3:22])[CH:10]=[C:11]([C:13]([F:16])([F:15])[F:14])[N:12]=1.[OH-].[Na+]. Product: [Cl:1][C:2]1[CH:3]=[C:4]([C:25]2[C:26]([CH3:40])=[CH:27][C:28]([O:31][CH2:32][C:33]3([C:36]([OH:38])=[O:37])[CH2:35][CH2:34]3)=[N:29][CH:30]=2)[CH:5]=[CH:6][C:7]=1[C:8]1[N:9]([CH2:17][O:18][CH2:19][CH2:20][Si:21]([CH3:24])([CH3:23])[CH3:22])[CH:10]=[C:11]([C:13]([F:16])([F:14])[F:15])[N:12]=1. The catalyst class is: 111. (3) Reactant: [CH2:1]([O:3][C:4](=[O:19])[CH:5]([O:16][CH2:17][CH3:18])[CH2:6][C:7]1[CH:15]=[CH:14][CH:13]=[C:12]2[C:8]=1[CH:9]=[CH:10][NH:11]2)[CH3:2].Cl[CH2:21][C:22]1[N:23]=[C:24]([C:27]2[CH:32]=[CH:31][C:30]([CH:33]([CH3:35])[CH3:34])=[CH:29][CH:28]=2)[S:25][CH:26]=1.[H-].[Na+]. Product: [CH2:1]([O:3][C:4](=[O:19])[CH:5]([O:16][CH2:17][CH3:18])[CH2:6][C:7]1[CH:15]=[CH:14][CH:13]=[C:12]2[C:8]=1[CH:9]=[CH:10][N:11]2[CH2:21][C:22]1[N:23]=[C:24]([C:27]2[CH:32]=[CH:31][C:30]([CH:33]([CH3:35])[CH3:34])=[CH:29][CH:28]=2)[S:25][CH:26]=1)[CH3:2]. The catalyst class is: 9.